Task: Predict the reactants needed to synthesize the given product.. Dataset: Full USPTO retrosynthesis dataset with 1.9M reactions from patents (1976-2016) (1) Given the product [C:11]([C:15]([CH2:17][N:18]1[CH2:29][CH2:28][N:27]([C:8](=[O:9])[NH:7][C:4]2[CH:5]=[CH:6][C:1]([CH3:10])=[CH:2][CH:3]=2)[CH2:26][CH2:25][N:24]([CH2:30][C:31]([C:33]([CH3:35])([CH3:34])[CH3:36])=[O:32])[CH2:23][CH2:22][N:21]([CH2:37][C:38]([C:40]([CH3:43])([CH3:42])[CH3:41])=[O:39])[CH2:20][CH2:19]1)=[O:16])([CH3:14])([CH3:12])[CH3:13], predict the reactants needed to synthesize it. The reactants are: [C:1]1([CH3:10])[CH:6]=[CH:5][C:4]([N:7]=[C:8]=[O:9])=[CH:3][CH:2]=1.[C:11]([C:15]([CH2:17][N:18]1[CH2:29][CH2:28][NH:27][CH2:26][CH2:25][N:24]([CH2:30][C:31]([C:33]([CH3:36])([CH3:35])[CH3:34])=[O:32])[CH2:23][CH2:22][N:21]([CH2:37][C:38]([C:40]([CH3:43])([CH3:42])[CH3:41])=[O:39])[CH2:20][CH2:19]1)=[O:16])([CH3:14])([CH3:13])[CH3:12].C(N(CC)CC)C. (2) Given the product [C:1]1([C:16]2([OH:19])[CH2:17][CH2:18][C:13]3([O:12][CH2:11][CH2:10][O:9]3)[CH2:14][CH2:15]2)[CH:6]=[CH:5][CH:4]=[CH:3][CH:2]=1, predict the reactants needed to synthesize it. The reactants are: [C:1]1([Mg]Br)[CH:6]=[CH:5][CH:4]=[CH:3][CH:2]=1.[O:9]1[C:13]2([CH2:18][CH2:17][C:16](=[O:19])[CH2:15][CH2:14]2)[O:12][CH2:11][CH2:10]1. (3) The reactants are: [CH2:1]([NH:8][CH2:9][CH2:10][CH:11]([C:23]1[CH:28]=[CH:27][CH:26]=[C:25]([NH:29][C:30]([O:32][CH3:33])=[O:31])[CH:24]=1)[C:12]1[CH:17]=[CH:16][CH:15]=[C:14]([NH:18][C:19]([O:21][CH3:22])=[O:20])[CH:13]=1)[C:2]1[CH:7]=[CH:6][CH:5]=[CH:4][CH:3]=1.[O:34]([CH2:41][C@@H:42]1[CH2:44][O:43]1)[C:35]1[CH:40]=[CH:39][CH:38]=[CH:37][CH:36]=1. Given the product [O:34]([CH2:41][C@@H:42]([OH:43])[CH2:44][N:8]([CH2:9][CH2:10][CH:11]([C:23]1[CH:28]=[CH:27][CH:26]=[C:25]([NH:29][C:30]([O:32][CH3:33])=[O:31])[CH:24]=1)[C:12]1[CH:17]=[CH:16][CH:15]=[C:14]([NH:18][C:19]([O:21][CH3:22])=[O:20])[CH:13]=1)[CH2:1][C:2]1[CH:7]=[CH:6][CH:5]=[CH:4][CH:3]=1)[C:35]1[CH:40]=[CH:39][CH:38]=[CH:37][CH:36]=1, predict the reactants needed to synthesize it. (4) Given the product [CH2:21]([NH:23][C:15](=[O:16])[CH:14]=[CH:13][C:10]1[CH:11]=[CH:12][C:7]([O:6][CH2:5][C:4]2[CH:18]=[CH:19][CH:20]=[C:2]([F:1])[CH:3]=2)=[CH:8][CH:9]=1)[CH3:22], predict the reactants needed to synthesize it. The reactants are: [F:1][C:2]1[CH:3]=[C:4]([CH:18]=[CH:19][CH:20]=1)[CH2:5][O:6][C:7]1[CH:12]=[CH:11][C:10]([CH:13]=[CH:14][C:15](Cl)=[O:16])=[CH:9][CH:8]=1.[CH2:21]([NH2:23])[CH3:22]. (5) Given the product [ClH:1].[ClH:1].[CH2:18]([C:3]1[C:4]([CH3:17])=[C:5]([C:15]#[N:16])[C:6]2[N:10]([C:2]=1[N:30]1[CH2:31][CH2:32][CH:28]([CH2:27][N:25]([CH3:26])[CH3:24])[CH2:29]1)[C:9]1[CH:11]=[CH:12][CH:13]=[CH:14][C:8]=1[N:7]=2)[CH2:19][CH2:20][CH2:21][CH2:22][CH3:23], predict the reactants needed to synthesize it. The reactants are: [Cl:1][C:2]1[N:10]2[C:6](=[N:7][C:8]3[CH:14]=[CH:13][CH:12]=[CH:11][C:9]=32)[C:5]([C:15]#[N:16])=[C:4]([CH3:17])[C:3]=1[CH2:18][CH2:19][CH2:20][CH2:21][CH2:22][CH3:23].[CH3:24][N:25]([CH2:27][CH:28]1[CH2:32][CH2:31][NH:30][CH2:29]1)[CH3:26].C(N(CC)CC)C.